This data is from Forward reaction prediction with 1.9M reactions from USPTO patents (1976-2016). The task is: Predict the product of the given reaction. (1) Given the reactants [Cl:1][C:2]1[C:3]([CH3:12])=[C:4]([CH2:8][C:9]([OH:11])=[O:10])[CH:5]=[CH:6][CH:7]=1.[CH3:13]O.Cl, predict the reaction product. The product is: [Cl:1][C:2]1[C:3]([CH3:12])=[C:4]([CH2:8][C:9]([O:11][CH3:13])=[O:10])[CH:5]=[CH:6][CH:7]=1. (2) Given the reactants [Br:1][C:2]1[CH:7]=[CH:6][C:5]([OH:8])=[CH:4][CH:3]=1.[CH2:9]([C@@H:11]1[CH2:16][CH2:15][C@H:14](O)[CH2:13][CH2:12]1)[CH3:10].C1C=CC(P(C2C=CC=CC=2)C2C=CC=CC=2)=CC=1.CCN(CC)CC.CC(OC(/N=N/C(OC(C)C)=O)=O)C, predict the reaction product. The product is: [Br:1][C:2]1[CH:7]=[CH:6][C:5]([O:8][C@H:14]2[CH2:15][CH2:16][C@H:11]([CH2:9][CH3:10])[CH2:12][CH2:13]2)=[CH:4][CH:3]=1. (3) The product is: [OH:33][CH:32]([CH2:34][OH:26])[CH2:31][CH2:1][N:5]1[C:9]2[N:10]=[C:11]([C:15]3[CH:20]=[CH:19][C:18]([C:21]([F:24])([F:23])[F:22])=[CH:17][CH:16]=3)[NH:12][C:13](=[O:14])[C:8]=2[CH:7]=[CH:6]1. Given the reactants [CH2:1]([N:5]1[C:9]2[N:10]=[C:11]([C:15]3[CH:20]=[CH:19][C:18]([C:21]([F:24])([F:23])[F:22])=[CH:17][CH:16]=3)[NH:12][C:13](=[O:14])[C:8]=2[CH:7]=[CH:6]1)CC=C.[Mn]([O-])(=O)(=O)=[O:26].[K+].[CH3:31][C:32]([CH3:34])=[O:33], predict the reaction product. (4) Given the reactants [CH3:1][C:2]1[CH:3]=[CH:4][C:5]([N+:11]([O-:13])=[O:12])=[C:6]([CH:10]=1)[C:7]([OH:9])=[O:8].[CH3:14]O, predict the reaction product. The product is: [CH3:14][O:8][C:7](=[O:9])[C:6]1[CH:10]=[C:2]([CH3:1])[CH:3]=[CH:4][C:5]=1[N+:11]([O-:13])=[O:12].